Predict the reactants needed to synthesize the given product. From a dataset of Full USPTO retrosynthesis dataset with 1.9M reactions from patents (1976-2016). (1) Given the product [Cl:12][C:13]1[C:14]2[CH:21]=[CH:20][N:19]([S:7]([C:4]3[CH:5]=[CH:6][C:1]([CH3:11])=[CH:2][CH:3]=3)(=[O:9])=[O:8])[C:15]=2[N:16]=[CH:17][N:18]=1, predict the reactants needed to synthesize it. The reactants are: [C:1]1([CH3:11])[CH:6]=[CH:5][C:4]([S:7](Cl)(=[O:9])=[O:8])=[CH:3][CH:2]=1.[Cl:12][C:13]1[C:14]2[CH:21]=[CH:20][NH:19][C:15]=2[N:16]=[CH:17][N:18]=1.[OH-].[Na+]. (2) Given the product [CH2:1]([CH:7]1[CH2:16][CH2:15][C:14]2[CH:13]=[C:12]([C@H:17]3[CH2:26][CH2:25][C@@:19]4([NH:23][C:22](=[O:24])[O:21][CH2:20]4)[CH2:18]3)[CH:11]=[CH:10][C:9]=2[CH2:8]1)[CH2:2][CH2:3][CH2:4][CH2:5][CH3:6], predict the reactants needed to synthesize it. The reactants are: [CH2:1]([C:7]1[CH2:16][CH2:15][C:14]2[CH:13]=[C:12]([C@H:17]3[CH2:26][CH2:25][C@@:19]4([NH:23][C:22](=[O:24])[O:21][CH2:20]4)[CH2:18]3)[CH:11]=[CH:10][C:9]=2[CH:8]=1)[CH2:2][CH2:3][CH2:4][CH2:5][CH3:6].C[C@H]1[C@H](B)C[C@@H]2C[C@H]1C2(C)C.B.B(F)(F)F.[OH-].[Na+].OO.